This data is from Reaction yield outcomes from USPTO patents with 853,638 reactions. The task is: Predict the reaction yield, written as a fraction of the theoretical maximum amount of product (1.0 means a 100% yield; for example, 0.34 means a 34% yield). (1) The reactants are Cl[CH2:2][CH2:3][CH2:4][C:5]([C:7]1[CH:12]=[CH:11][C:10]([CH2:13][C:14](N(OC)C)=[O:15])=[CH:9][CH:8]=1)=[O:6].[OH-:20].[K+].Cl. The catalyst is C(O)C. The product is [CH:4]1([C:5]([C:7]2[CH:8]=[CH:9][C:10]([CH2:13][C:14]([OH:15])=[O:20])=[CH:11][CH:12]=2)=[O:6])[CH2:3][CH2:2]1. The yield is 0.950. (2) The reactants are [NH2:1][C:2]1[N:7]=[C:6](/[C:8](=[C:11]2\[NH:12][C:13]3[CH:21]=[CH:20][CH:19]=[CH:18][C:14]=3[N:15]\2[CH2:16][CH3:17])/[C:9]#[N:10])[CH:5]=[CH:4][N:3]=1.[CH3:22][N:23]1[CH2:28][CH2:27][N:26]([C:29](=[O:35])[CH2:30][CH2:31][C:32](O)=[O:33])[CH2:25][CH2:24]1. No catalyst specified. The product is [C:9](/[C:8](=[C:11]1/[NH:12][C:13]2[CH:21]=[CH:20][CH:19]=[CH:18][C:14]=2[N:15]/1[CH2:16][CH3:17])/[C:6]1[CH:5]=[CH:4][N:3]=[C:2]([NH:1][C:32](=[O:33])[CH2:31][CH2:30][C:29]([N:26]2[CH2:25][CH2:24][N:23]([CH3:22])[CH2:28][CH2:27]2)=[O:35])[N:7]=1)#[N:10]. The yield is 0.650.